This data is from M1 muscarinic receptor agonist screen with 61,833 compounds. The task is: Binary Classification. Given a drug SMILES string, predict its activity (active/inactive) in a high-throughput screening assay against a specified biological target. (1) The compound is O1CCN(CC1)c1ccc(NC2CC(=O)N(C2=O)c2c(OC)cccc2)cc1. The result is 0 (inactive). (2) The compound is S(=O)(=O)(N1CCN(CC1)Cc1ccncc1)CCC. The result is 0 (inactive). (3) The molecule is O=C(NC1CCCC1)C1N(C(=O)CC1)Cc1ccc(cc1)C. The result is 0 (inactive). (4) The result is 0 (inactive). The drug is S(CCC)c1[nH]nc(c2c(NC(=O)CC)cccc2)c(=O)n1.